From a dataset of Reaction yield outcomes from USPTO patents with 853,638 reactions. Predict the reaction yield, written as a fraction of the theoretical maximum amount of product (1.0 means a 100% yield; for example, 0.34 means a 34% yield). (1) The reactants are [CH3:1][O:2][C:3](=[O:37])[C@@H:4]([NH:14][C:15]([C:17]1[C:18]([CH3:36])=[N:19][C:20]([NH:24][CH2:25][CH2:26][CH2:27][C:28]2[CH:33]=[CH:32][C:31]([CH3:34])=[C:30]([OH:35])[CH:29]=2)=[N:21][C:22]=1[CH3:23])=[O:16])[CH2:5][NH:6][C:7](OC(C)(C)C)=[O:8].[C:38](O)([C:40](F)(F)F)=O.C(Cl)Cl.C(N(CC)CC)C.[S:55]1[CH:59]=CC=[C:56]1C(O)=O.CN(C(ON1N=NC2C=CC=CC1=2)=[N+](C)C)C.F[P-](F)(F)(F)(F)F.C1C=CC2N(O)N=NC=2C=1. The catalyst is C(Cl)Cl. The product is [CH3:1][O:2][C:3](=[O:37])[C@@H:4]([NH:14][C:15]([C:17]1[C:18]([CH3:36])=[N:19][C:20]([NH:24][CH2:25][CH2:26][CH2:27][C:28]2[CH:33]=[CH:32][C:31]([CH3:34])=[C:30]([OH:35])[CH:29]=2)=[N:21][C:22]=1[CH3:23])=[O:16])[CH2:5][NH:6][C:7]([C:56]1[S:55][CH:59]=[CH:38][CH:40]=1)=[O:8]. The yield is 0.460. (2) The reactants are C([O-])([O-])=O.[K+].[K+].[CH3:7][O:8][C:9]1[CH:10]=[C:11]([OH:17])[CH:12]=[CH:13][C:14]=1[O:15][CH3:16].Br[CH2:19][CH2:20][OH:21]. The catalyst is CN(C=O)C.CCOC(C)=O. The product is [CH3:7][O:8][C:9]1[CH:10]=[C:11]([CH:12]=[CH:13][C:14]=1[O:15][CH3:16])[O:17][CH2:19][CH2:20][OH:21]. The yield is 0.600. (3) The reactants are [F:1][C:2]1[CH:7]=[CH:6][C:5]([C:8]2[N:9]=[C:10]3[N:14]([CH:15]=2)[C:13]([CH3:16])=[C:12]([C:17]([OH:19])=O)[S:11]3)=[CH:4][CH:3]=1.[Cl-].[NH4+].[B-](F)(F)(F)F.CCOC(C(C#N)=[N:33]OC(N(C)C)=[N+](C)C)=O.C(N(CC)CC)C. The catalyst is CN(C=O)C. The product is [F:1][C:2]1[CH:7]=[CH:6][C:5]([C:8]2[N:9]=[C:10]3[N:14]([CH:15]=2)[C:13]([CH3:16])=[C:12]([C:17]([NH2:33])=[O:19])[S:11]3)=[CH:4][CH:3]=1. The yield is 0.280. (4) The yield is 0.370. The product is [CH2:26]([O:25][C:23]([C:2]1[N:3]([CH2:9][O:10][CH2:11][CH2:12][Si:13]([CH3:16])([CH3:15])[CH3:14])[CH:4]=[C:5]([C:7]#[N:8])[N:6]=1)=[O:24])[CH3:27]. The catalyst is ClCCl.CCOC(C)=O.CCCCCCC.O1CCCC1. The reactants are Br[C:2]1[N:3]([CH2:9][O:10][CH2:11][CH2:12][Si:13]([CH3:16])([CH3:15])[CH3:14])[CH:4]=[C:5]([C:7]#[N:8])[N:6]=1.C([Mg]Cl)(C)C.Cl[C:23]([O:25][CH2:26][CH3:27])=[O:24].C(=O)=O.CC(C)=O. (5) The reactants are Cl.[N:2]1([CH2:7][C@@H:8]2[CH2:12][CH2:11][CH2:10][N:9]2[C:13]([C:15]2[CH:16]=[C:17]3[C:21](=[CH:22][CH:23]=2)[NH:20][C:19]([C:24]([OH:26])=O)=[CH:18]3)=[O:14])[CH2:6][CH2:5][CH2:4][CH2:3]1.F[B-](F)(F)F.N1(OC(N(C)C)=[N+](C)C)C2C=CC=CC=2N=N1.[F:49][C:50]1([F:56])[CH2:55][CH2:54][NH:53][CH2:52][CH2:51]1.C(N(CC)C(C)C)(C)C. The catalyst is CN(C)C=O. The product is [F:49][C:50]1([F:56])[CH2:55][CH2:54][N:53]([C:24]([C:19]2[NH:20][C:21]3[C:17]([CH:18]=2)=[CH:16][C:15]([C:13]([N:9]2[CH2:10][CH2:11][CH2:12][C@H:8]2[CH2:7][N:2]2[CH2:3][CH2:4][CH2:5][CH2:6]2)=[O:14])=[CH:23][CH:22]=3)=[O:26])[CH2:52][CH2:51]1. The yield is 0.740.